This data is from Full USPTO retrosynthesis dataset with 1.9M reactions from patents (1976-2016). The task is: Predict the reactants needed to synthesize the given product. (1) Given the product [C:20]([O:24][C:25](=[O:57])[CH2:26][O:27][C:28]1[CH:33]=[CH:32][C:31]([C@@H:34]2[C@@H:37]([S:38][CH2:66][C:67]([C:69]3[CH:77]=[CH:76][C:72]4[CH2:73][CH2:74][O:75][C:71]=4[CH:70]=3)=[O:68])[C:36](=[O:49])[N:35]2[C:50]2[CH:55]=[CH:54][C:53]([F:56])=[CH:52][CH:51]=2)=[CH:30][CH:29]=1)([CH3:21])([CH3:22])[CH3:23], predict the reactants needed to synthesize it. The reactants are: C1(P(C2C=CC=CC=2)C2C=CC=CC=2)C=CC=CC=1.[C:20]([O:24][C:25](=[O:57])[CH2:26][O:27][C:28]1[CH:33]=[CH:32][C:31]([C@@H:34]2[C@@H:37]([S:38]SC3C([N+]([O-])=O)=CC=CN=3)[C:36](=[O:49])[N:35]2[C:50]2[CH:55]=[CH:54][C:53]([F:56])=[CH:52][CH:51]=2)=[CH:30][CH:29]=1)([CH3:23])([CH3:22])[CH3:21].CCN(CC)CC.Br[CH2:66][C:67]([C:69]1[CH:77]=[CH:76][C:72]2[CH2:73][CH2:74][O:75][C:71]=2[CH:70]=1)=[O:68]. (2) Given the product [CH3:23][Si:2]([CH3:1])([C:19]([CH3:21])([CH3:20])[CH3:22])[O:3][CH2:4][CH2:5]/[C:6](/[N+:16]([O-:18])=[O:17])=[CH:7]/[C:9]1[N:14]=[CH:13][C:12]([CH3:15])=[CH:11][N:10]=1, predict the reactants needed to synthesize it. The reactants are: [CH3:1][Si:2]([CH3:23])([C:19]([CH3:22])([CH3:21])[CH3:20])[O:3][CH2:4][CH2:5][CH:6]([N+:16]([O-:18])=[O:17])[CH:7]([C:9]1[N:14]=[CH:13][C:12]([CH3:15])=[CH:11][N:10]=1)O.C1CCC(N=C=NC2CCCCC2)CC1.C(O)(=O)C.